From a dataset of Full USPTO retrosynthesis dataset with 1.9M reactions from patents (1976-2016). Predict the reactants needed to synthesize the given product. (1) Given the product [C:15]1([C:12]2[O:13][CH:14]=[C:10]([C:7]3[CH:6]=[CH:5][C:4]([NH2:1])=[CH:9][CH:8]=3)[N:11]=2)[CH:16]=[CH:17][CH:18]=[CH:19][CH:20]=1, predict the reactants needed to synthesize it. The reactants are: [N+:1]([C:4]1[CH:9]=[CH:8][C:7]([C:10]2[N:11]=[C:12]([C:15]3[CH:20]=[CH:19][CH:18]=[CH:17][CH:16]=3)[O:13][CH:14]=2)=[CH:6][CH:5]=1)([O-])=O.C(O)(=O)C. (2) Given the product [CH2:28]([O:35][C:36](=[O:39])[CH2:37][NH:38][C:10](=[O:12])[C@@H:9]1[CH2:13][C@H:14]([CH3:16])[CH2:15][N:8]1[C:6]([O:5][C:1]([CH3:2])([CH3:3])[CH3:4])=[O:7])[C:29]1[CH:34]=[CH:33][CH:32]=[CH:31][CH:30]=1, predict the reactants needed to synthesize it. The reactants are: [C:1]([O:5][C:6]([N:8]1[CH2:15][C@@H:14]([CH3:16])[CH2:13][C@H:9]1[C:10]([OH:12])=O)=[O:7])([CH3:4])([CH3:3])[CH3:2].S(C1C=CC(C)=CC=1)(O)(=O)=O.[CH2:28]([O:35][C:36](=[O:39])[CH2:37][NH2:38])[C:29]1[CH:34]=[CH:33][CH:32]=[CH:31][CH:30]=1.C1CN([P+](ON2N=NC3C=CC=CC2=3)(N2CCCC2)N2CCCC2)CC1.F[P-](F)(F)(F)(F)F.CCN(C(C)C)C(C)C. (3) Given the product [CH3:1][C:2]1[CH:11]=[C:10]([CH2:12][O:13][C:14]2[CH:15]=[CH:16][C:17]([S:20]([NH:23][C@H:24]3[CH2:28][CH2:27][CH2:26][C@H:25]3[C:29]([O:31][C:32]([CH3:35])([CH3:34])[CH3:33])=[O:30])(=[O:21])=[O:22])=[CH:18][CH:19]=2)[C:9]2[C:4](=[CH:5][CH:6]=[CH:7][CH:8]=2)[N:3]=1, predict the reactants needed to synthesize it. The reactants are: [CH3:1][C:2]1[CH:11]=[C:10]([CH2:12][O:13][C:14]2[CH:19]=[CH:18][C:17]([S:20]([NH:23][C@H:24]3[CH2:28][CH2:27][CH2:26][C@H:25]3[C:29]([OH:31])=[O:30])(=[O:22])=[O:21])=[CH:16][CH:15]=2)[C:9]2[C:4](=[CH:5][CH:6]=[CH:7][CH:8]=2)[N:3]=1.[C:32](OC(O[C:32]([CH3:35])([CH3:34])[CH3:33])N(C)C)([CH3:35])([CH3:34])[CH3:33]. (4) The reactants are: [C:1]([N:5]1[CH:9]=[C:8]([NH:10][C:11]([NH:13][C:14]2[CH:19]=[CH:18][C:17]([CH3:20])=[C:16]([C:21]3[C:32](=[O:33])[N:31]([CH3:34])[C:24]4[N:25]=[C:26](SC)[N:27]=[CH:28][C:23]=4[CH:22]=3)[CH:15]=2)=[O:12])[CH:7]=[N:6]1)([CH3:4])([CH3:3])[CH3:2].[CH3:35][NH2:36]. Given the product [C:1]([N:5]1[CH:9]=[C:8]([NH:10][C:11]([NH:13][C:14]2[CH:19]=[CH:18][C:17]([CH3:20])=[C:16]([C:21]3[C:32](=[O:33])[N:31]([CH3:34])[C:24]4[N:25]=[C:26]([NH:36][CH3:35])[N:27]=[CH:28][C:23]=4[CH:22]=3)[CH:15]=2)=[O:12])[CH:7]=[N:6]1)([CH3:4])([CH3:3])[CH3:2], predict the reactants needed to synthesize it. (5) Given the product [CH3:31][O:32][C:11]1[CH:12]=[C:13]2[C:18](=[CH:19][CH:10]=1)[N:17]=[C:16]([NH:20][C@H:21]1[CH2:26][C@@H:25]3[CH2:27][C@H:22]1[C@@H:23]([NH:28][CH2:6][C:3]1[CH:4]=[CH:5][S:1][CH:2]=1)[CH2:24]3)[CH:15]=[C:14]2[CH3:29], predict the reactants needed to synthesize it. The reactants are: [S:1]1[CH:5]=[CH:4][C:3]([CH:6]=O)=[CH:2]1.CO[C:10]1[CH:19]=[C:18]2[C:13]([C:14]([CH3:29])=[CH:15][C:16]([NH:20][C@H:21]3[CH2:26][C@@H:25]4[CH2:27][C@H:22]3[C@@H:23]([NH2:28])[CH2:24]4)=[N:17]2)=[CH:12][CH:11]=1.C[C:31](O)=[O:32]. (6) Given the product [CH3:21][C:20]([CH3:23])([CH3:22])[CH2:19][C:17]1[N:18]=[C:14]([CH2:13][C:8]([C:5]2[CH:6]=[CH:7][C:2]([B:44]3[O:48][C:47]([CH3:50])([CH3:49])[C:46]([CH3:52])([CH3:51])[O:45]3)=[CH:3][CH:4]=2)([OH:43])[C:9]([F:12])([F:11])[F:10])[N:15]([C:24]([C:37]2[CH:42]=[CH:41][CH:40]=[CH:39][CH:38]=2)([C:31]2[CH:36]=[CH:35][CH:34]=[CH:33][CH:32]=2)[C:25]2[CH:30]=[CH:29][CH:28]=[CH:27][CH:26]=2)[CH:16]=1, predict the reactants needed to synthesize it. The reactants are: Br[C:2]1[CH:7]=[CH:6][C:5]([C:8]([OH:43])([CH2:13][C:14]2[N:15]([C:24]([C:37]3[CH:42]=[CH:41][CH:40]=[CH:39][CH:38]=3)([C:31]3[CH:36]=[CH:35][CH:34]=[CH:33][CH:32]=3)[C:25]3[CH:30]=[CH:29][CH:28]=[CH:27][CH:26]=3)[CH:16]=[C:17]([CH2:19][C:20]([CH3:23])([CH3:22])[CH3:21])[N:18]=2)[C:9]([F:12])([F:11])[F:10])=[CH:4][CH:3]=1.[B:44]1([B:44]2[O:48][C:47]([CH3:50])([CH3:49])[C:46]([CH3:52])([CH3:51])[O:45]2)[O:48][C:47]([CH3:50])([CH3:49])[C:46]([CH3:52])([CH3:51])[O:45]1.O.